This data is from Forward reaction prediction with 1.9M reactions from USPTO patents (1976-2016). The task is: Predict the product of the given reaction. (1) Given the reactants [CH2:1]([C:3]1[CH:8]=[CH:7][C:6]([NH:9][C:10](=[O:30])[O:11][CH2:12][C@@H:13]2[CH2:17][C@@H:16]([NH2:18])[CH2:15][N:14]2[C:19](=[O:29])[NH:20][CH2:21][C:22]2[CH:27]=[CH:26][CH:25]=[CH:24][C:23]=2[Cl:28])=[CH:5][CH:4]=1)[CH3:2].[NH:31](C(OC(C)(C)C)=O)[CH2:32][C:33](O)=[O:34].CN(C(ON1N=NC2C=CC=CC1=2)=[N+](C)C)C.F[P-](F)(F)(F)(F)F, predict the reaction product. The product is: [CH2:1]([C:3]1[CH:8]=[CH:7][C:6]([NH:9][C:10](=[O:30])[O:11][CH2:12][C@@H:13]2[CH2:17][C@@H:16]([NH:18][C:33](=[O:34])[CH2:32][NH2:31])[CH2:15][N:14]2[C:19](=[O:29])[NH:20][CH2:21][C:22]2[CH:27]=[CH:26][CH:25]=[CH:24][C:23]=2[Cl:28])=[CH:5][CH:4]=1)[CH3:2]. (2) Given the reactants [N+:1]([C:4]1[CH:9]=[CH:8][CH:7]=[CH:6][C:5]=1[C:10]1[N:11]=[C:12]([NH:15][C:16](=[O:34])[CH2:17][CH2:18][CH2:19][CH2:20][CH2:21][CH2:22][C:23]([NH:25][O:26]CC2C=CC=CC=2)=[O:24])[S:13][CH:14]=1)([O-])=O.Cl.Cl[Sn]Cl.[OH-:39].[Na+], predict the reaction product. The product is: [OH:26][NH:25][C:23](=[O:24])[CH2:22][CH2:21][CH2:20][CH2:19][CH2:18][CH2:17][C:16]([OH:34])=[O:39].[NH2:1][C:4]1[CH:9]=[CH:8][CH:7]=[CH:6][C:5]=1[C:10]1[N:11]=[C:12]([NH:15][C:16](=[O:34])[CH2:17][CH2:18][CH2:19][CH2:20][CH2:21][CH2:22][C:23]([NH:25][OH:26])=[O:24])[S:13][CH:14]=1. (3) Given the reactants [Br:1][CH:2]([CH:6]([O:8][CH3:9])[CH3:7])[C:3](O)=[O:4].C(Cl)(=O)C([Cl:13])=O, predict the reaction product. The product is: [Br:1][CH:2]([CH:6]([O:8][CH3:9])[CH3:7])[C:3]([Cl:13])=[O:4]. (4) Given the reactants [CH3:1][N:2]1[C:11]2[C:6](=[CH:7][C:8]([C:18]#[N:19])=[C:9]([C:12]3[CH:13]=[N:14][N:15]([CH3:17])[CH:16]=3)[CH:10]=2)[NH:5][CH2:4][CH:3]1[CH3:20].Br[C:22]1[C:26]2[CH2:27][N:28]([C:31]([O:33][C:34]([CH3:37])([CH3:36])[CH3:35])=[O:32])[CH2:29][CH2:30][C:25]=2[N:24]([CH:38]2[CH2:43][CH2:42][O:41][CH2:40][CH2:39]2)[N:23]=1.C(O[Na])(C)(C)C.C1(P(C2CCCCC2)C2C=CC=CC=2C2C(OC(C)C)=CC=CC=2OC(C)C)CCCCC1, predict the reaction product. The product is: [C:18]([C:8]1[CH:7]=[C:6]2[C:11]([N:2]([CH3:1])[CH:3]([CH3:20])[CH2:4][N:5]2[C:22]2[C:26]3[CH2:27][N:28]([C:31]([O:33][C:34]([CH3:36])([CH3:37])[CH3:35])=[O:32])[CH2:29][CH2:30][C:25]=3[N:24]([CH:38]3[CH2:39][CH2:40][O:41][CH2:42][CH2:43]3)[N:23]=2)=[CH:10][C:9]=1[C:12]1[CH:13]=[N:14][N:15]([CH3:17])[CH:16]=1)#[N:19].